From a dataset of Forward reaction prediction with 1.9M reactions from USPTO patents (1976-2016). Predict the product of the given reaction. (1) Given the reactants [H-].[Na+].[CH3:3][O:4][C:5]([F:12])([F:11])[C:6]([F:10])([F:9])[CH2:7][OH:8].[F:13][C:14]([F:18])=[C:15](F)[F:16], predict the reaction product. The product is: [F:16][C:15]([O:8][CH2:7][C:6]([F:10])([F:9])[C:5]([F:12])([F:11])[O:4][CH3:3])=[C:14]([F:18])[F:13]. (2) The product is: [NH:26]1[C:34]2[C:29](=[CH:30][CH:31]=[CH:32][CH:33]=2)[C:28]([CH:7]2[C:8]3[C:13](=[CH:12][CH:11]=[CH:10][CH:9]=3)[C:14]3[CH:1]=[CH:2][CH:3]=[CH:4][C:5]=3[N:6]2[C:15](=[O:24])[CH2:16][CH2:17][C:18]2[CH:23]=[CH:22][CH:21]=[CH:20][CH:19]=2)=[CH:27]1. Given the reactants [CH:1]1[C:14]2[C:5](=[N:6][CH:7]=[C:8]3[C:13]=2[CH:12]=[CH:11][CH:10]=[CH:9]3)[CH:4]=[CH:3][CH:2]=1.[C:15](Cl)(=[O:24])[CH2:16][CH2:17][C:18]1[CH:23]=[CH:22][CH:21]=[CH:20][CH:19]=1.[NH:26]1[C:34]2[C:29](=[CH:30][CH:31]=[CH:32][CH:33]=2)[CH:28]=[CH:27]1, predict the reaction product. (3) Given the reactants [OH:1][CH2:2][CH2:3][N:4]([CH2:17][C:18]([F:21])([F:20])[F:19])[C:5]1[CH:12]=[CH:11][C:8]([C:9]#[N:10])=[C:7]([C:13]([F:16])([F:15])[F:14])[CH:6]=1.[C:22]([C:24]1[CH:29]=[CH:28][C:27](O)=[CH:26][CH:25]=1)#[N:23], predict the reaction product. The product is: [C:22]([C:24]1[CH:29]=[CH:28][C:27]([O:1][CH2:2][CH2:3][N:4]([CH2:17][C:18]([F:19])([F:20])[F:21])[C:5]2[CH:12]=[CH:11][C:8]([C:9]#[N:10])=[C:7]([C:13]([F:15])([F:16])[F:14])[CH:6]=2)=[CH:26][CH:25]=1)#[N:23]. (4) Given the reactants [NH2:1][C:2](=[S:8])[C:3]([O:5][CH2:6][CH3:7])=[O:4].N1C=CC=CC=1.Br[CH2:16][C:17]([C:19]1[CH:24]=[CH:23][CH:22]=[CH:21][CH:20]=1)=O, predict the reaction product. The product is: [C:19]1([C:17]2[N:1]=[C:2]([C:3]([O:5][CH2:6][CH3:7])=[O:4])[S:8][CH:16]=2)[CH:24]=[CH:23][CH:22]=[CH:21][CH:20]=1. (5) Given the reactants [CH3:1][O:2][C:3]1[CH:10]=[CH:9][C:6]([CH:7]=O)=[CH:5][C:4]=1[CH3:11].CO[CH:14](OC)[CH2:15][NH2:16], predict the reaction product. The product is: [CH3:1][O:2][C:3]1[CH:10]=[C:9]2[C:6](=[CH:5][C:4]=1[CH3:11])[CH:7]=[N:16][CH:15]=[CH:14]2. (6) Given the reactants [F:1][C:2]1[CH:7]=[CH:6][CH:5]=[C:4]([O:8][CH2:9][CH2:10][CH2:11][CH2:12][CH2:13][CH2:14][CH2:15][CH2:16]I)[CH:3]=1.[C:18]1(=[O:28])[NH:22][C:21](=[O:23])[C:20]2=[CH:24][CH:25]=[CH:26][CH:27]=[C:19]12.[K].C(OCCCCCCCCN1C(=O)C2=CC=CC=C2C1=O)CCCCC, predict the reaction product. The product is: [F:1][C:2]1[CH:3]=[C:4]([CH:5]=[CH:6][CH:7]=1)[O:8][CH2:9][CH2:10][CH2:11][CH2:12][CH2:13][CH2:14][CH2:15][CH2:16][N:22]1[C:21](=[O:23])[C:20]2=[CH:24][CH:25]=[CH:26][CH:27]=[C:19]2[C:18]1=[O:28].